This data is from Full USPTO retrosynthesis dataset with 1.9M reactions from patents (1976-2016). The task is: Predict the reactants needed to synthesize the given product. (1) Given the product [CH2:1]([C@H:8]1[CH2:9][N:10]([C:14]2[CH:19]=[CH:18][C:17]([O:20][CH3:21])=[C:16]([O:22][CH:23]3[CH2:26][CH2:25][CH2:24]3)[CH:15]=2)[CH2:11][CH2:12][N:13]1[C:30](=[O:29])[CH2:31][C:32]1[NH:33][N:34]=[C:35]([CH:37]([CH3:38])[CH3:39])[N:36]=1)[C:2]1[CH:3]=[CH:4][CH:5]=[CH:6][CH:7]=1, predict the reactants needed to synthesize it. The reactants are: [CH2:1]([C@@H:8]1[NH:13][CH2:12][CH2:11][N:10]([C:14]2[CH:19]=[CH:18][C:17]([O:20][CH3:21])=[C:16]([O:22][CH:23]3[CH2:26][CH2:25][CH2:24]3)[CH:15]=2)[CH2:9]1)[C:2]1[CH:7]=[CH:6][CH:5]=[CH:4][CH:3]=1.C([O:29][C:30](=O)[CH2:31][C:32]1[NH:33][N:34]=[C:35]([CH:37]([CH3:39])[CH3:38])[N:36]=1)C. (2) Given the product [C:1]([O:5][C:6]([NH:8][CH2:9][CH2:10][O:11][C:12]1[CH:13]=[CH:14][C:15]([CH2:18][CH:19]([O:24][C:32]2[CH:33]=[CH:34][C:29]([S:26]([CH3:25])(=[O:28])=[O:27])=[CH:30][CH:31]=2)[C:20]([O:22][CH3:23])=[O:21])=[CH:16][CH:17]=1)=[O:7])([CH3:3])([CH3:4])[CH3:2], predict the reactants needed to synthesize it. The reactants are: [C:1]([O:5][C:6]([NH:8][CH2:9][CH2:10][O:11][C:12]1[CH:17]=[CH:16][C:15]([CH2:18][CH:19]([OH:24])[C:20]([O:22][CH3:23])=[O:21])=[CH:14][CH:13]=1)=[O:7])([CH3:4])([CH3:3])[CH3:2].[CH3:25][S:26]([C:29]1[CH:34]=[CH:33][C:32](O)=[CH:31][CH:30]=1)(=[O:28])=[O:27].C(P(CCCC)CCCC)CCC.N(C(N1CCCCC1)=O)=NC(N1CCCCC1)=O.